This data is from Full USPTO retrosynthesis dataset with 1.9M reactions from patents (1976-2016). The task is: Predict the reactants needed to synthesize the given product. (1) Given the product [CH3:5][C:6]1[C:10]([C:11]2[CH:20]=[C:19]3[C:14]([C:15]([OH:21])=[C:16]([N+:1]([O-:4])=[O:2])[CH:17]=[N:18]3)=[CH:13][C:12]=2[O:26][CH3:23])=[C:9]([CH3:22])[O:8][N:7]=1, predict the reactants needed to synthesize it. The reactants are: [N+:1]([O-:4])(O)=[O:2].[CH3:5][C:6]1[C:10]([C:11]2[CH:20]=[C:19]3[C:14]([C:15]([OH:21])=[CH:16][CH:17]=[N:18]3)=[CH:13][CH:12]=2)=[C:9]([CH3:22])[O:8][N:7]=1.[C:23](O)(=[O:26])CC. (2) Given the product [Cl:14][C:15]([F:24])([F:23])[C:16]([C:32]1[CH:31]=[CH:30][C:28]([NH2:29])=[C:27]([CH2:25][CH3:26])[CH:33]=1)([F:22])[C:17]([F:20])([F:19])[F:18], predict the reactants needed to synthesize it. The reactants are: S(S([O-])=O)([O-])=O.[Na+].[Na+].C(=O)(O)[O-].[Na+].[Cl:14][C:15]([F:24])([F:23])[C:16]([F:22])(I)[C:17]([F:20])([F:19])[F:18].[CH2:25]([C:27]1[CH:33]=[CH:32][CH:31]=[CH:30][C:28]=1[NH2:29])[CH3:26]. (3) Given the product [CH3:11][N:2]1[C:3]2[CH:18]=[CH:13][CH:14]=[CH:15][C:4]=2[N:5]=[C:9]1[SH:10], predict the reactants needed to synthesize it. The reactants are: C[N:2]([CH3:11])[CH2:3][CH2:4][N:5]1[C:9]([SH:10])=NN=N1.O[C:13]1[CH:18]=CC(N2C(S)=NN=N2)=[CH:15][CH:14]=1. (4) Given the product [C:18]([O:17][C:16](=[O:22])[N:15]([C:14]1[N:13]2[N:32]=[CH:33][CH:34]=[C:12]2[N:11]=[C:10]([Cl:35])[C:9]=1[CH2:6][CH:7]=[O:1])[C:23]1[CH:28]=[CH:27][C:26]([O:29][CH2:30][CH3:31])=[CH:25][CH:24]=1)([CH3:20])([CH3:19])[CH3:21], predict the reactants needed to synthesize it. The reactants are: [O:1]1CCCC1.[CH2:6]([C:9]1[C:10]([Cl:35])=[N:11][C:12]2[N:13]([N:32]=[CH:33][CH:34]=2)[C:14]=1[N:15]([C:23]1[CH:28]=[CH:27][C:26]([O:29][CH2:30][CH3:31])=[CH:25][CH:24]=1)[C:16](=[O:22])[O:17][C:18]([CH3:21])([CH3:20])[CH3:19])[CH:7]=C.I([O-])(=O)(=O)=O.[Na+].S([O-])([O-])=O.[Na+].[Na+]. (5) Given the product [C:1]([O:5][C:6](=[O:28])[NH:7][CH2:8][CH2:9][CH:10]([N:12]1[CH2:13][CH2:14][CH:15]([N:18]([CH2:19][C:20]2[CH:25]=[CH:24][CH:23]=[C:22]([C:26]#[N:27])[N:21]=2)[C:32]([NH:31][CH2:29][CH3:30])=[O:33])[CH2:16][CH2:17]1)[CH3:11])([CH3:2])([CH3:3])[CH3:4], predict the reactants needed to synthesize it. The reactants are: [C:1]([O:5][C:6](=[O:28])[NH:7][CH2:8][CH2:9][CH:10]([N:12]1[CH2:17][CH2:16][CH:15]([NH:18][CH2:19][C:20]2[CH:25]=[CH:24][CH:23]=[C:22]([C:26]#[N:27])[N:21]=2)[CH2:14][CH2:13]1)[CH3:11])([CH3:4])([CH3:3])[CH3:2].[CH2:29]([N:31]=[C:32]=[O:33])[CH3:30]. (6) Given the product [NH2:9][C:8]1[C:7]2[C:10]([O:14][CH2:15][C@H:16]3[CH2:21][CH2:20][CH2:19][N:18]([C:22](=[O:27])[CH2:23][CH:24]([CH3:25])[CH3:26])[CH2:17]3)=[CH:11][CH:12]=[CH:13][C:6]=2[NH:5][S:1](=[O:3])(=[O:4])[N:2]=1, predict the reactants needed to synthesize it. The reactants are: [S:1]([NH:5][C:6]1[CH:13]=[CH:12][CH:11]=[C:10]([O:14][CH2:15][C@H:16]2[CH2:21][CH2:20][CH2:19][N:18]([C:22](=[O:27])[CH2:23][CH:24]([CH3:26])[CH3:25])[CH2:17]2)[C:7]=1[C:8]#[N:9])(=[O:4])(=[O:3])[NH2:2].[OH-].[Na+]. (7) Given the product [Cl:1][C:2]1[C:3]([O:15][CH2:16][CH2:17][O:18][CH3:19])=[CH:4][C:5]2[CH:6]([CH3:14])[CH:7]([CH2:12][CH3:13])[N:8]3[CH:9]([CH2:31][C:30](=[O:32])[C:24]([C:25]([O:27][CH2:28][CH3:29])=[O:26])=[CH:23]3)[C:10]=2[CH:11]=1, predict the reactants needed to synthesize it. The reactants are: [Cl:1][C:2]1[CH:11]=[C:10]2[C:5]([CH:6]([CH3:14])[CH:7]([CH2:12][CH3:13])[N:8]=[CH:9]2)=[CH:4][C:3]=1[O:15][CH2:16][CH2:17][O:18][CH3:19].CN([CH:23]=[C:24]([C:30](=[O:32])[CH3:31])[C:25]([O:27][CH2:28][CH3:29])=[O:26])C.Cl.O1CCOCC1. (8) Given the product [CH2:14]([NH:13][CH:7]1[CH2:12][CH2:11][CH2:10][CH2:9][CH2:8]1)[CH:15]([CH3:17])[CH3:16], predict the reactants needed to synthesize it. The reactants are: [H-].[Al+3].[Li+].[H-].[H-].[H-].[CH:7]1([NH:13][C:14](=O)[CH:15]([CH3:17])[CH3:16])[CH2:12][CH2:11][CH2:10][CH2:9][CH2:8]1.O.[OH-].[Na+]. (9) The reactants are: [CH3:1][Si](C=[N+]=[N-])(C)C.[F:8][C:9]([F:16])([F:15])[C:10](=[O:14])[CH2:11][C:12]#[N:13]. Given the product [F:8][C:9]([F:16])([F:15])[C:10]([O:14][CH3:1])=[CH:11][C:12]#[N:13], predict the reactants needed to synthesize it. (10) Given the product [NH2:8][C:9]([CH3:14])([CH2:27][C:26]1[CH:29]=[CH:30][CH:31]=[C:24]([F:23])[CH:25]=1)[C:10]([O:12][CH3:13])=[O:11], predict the reactants needed to synthesize it. The reactants are: C1(C=[N:8][CH:9]([CH3:14])[C:10]([O:12][CH3:13])=[O:11])C=CC=CC=1.[Li+].CC([N-]C(C)C)C.[F:23][C:24]1[CH:25]=[C:26]([CH:29]=[CH:30][CH:31]=1)[CH2:27]Br.Cl.